Dataset: Full USPTO retrosynthesis dataset with 1.9M reactions from patents (1976-2016). Task: Predict the reactants needed to synthesize the given product. (1) Given the product [C:32]([O:36][C:37]([CH2:39][N:40]1[C:48]2[C:43](=[CH:44][CH:45]=[CH:46][CH:47]=2)[CH:42]=[C:41]1[C:49]([NH:1][C@H:2]([C:6]([NH:8][CH:9]([CH:18]([OH:31])[CH2:19][O:20][C:21]1[C:22]([F:30])=[C:23]([F:29])[CH:24]=[C:25]([F:28])[C:26]=1[F:27])[CH2:10][C:11]([O:13][C:14]([CH3:16])([CH3:17])[CH3:15])=[O:12])=[O:7])[CH:3]([CH3:5])[CH3:4])=[O:50])=[O:38])([CH3:35])([CH3:33])[CH3:34], predict the reactants needed to synthesize it. The reactants are: [NH2:1][C@H:2]([C:6]([NH:8][CH:9]([CH:18]([OH:31])[CH2:19][O:20][C:21]1[C:26]([F:27])=[C:25]([F:28])[CH:24]=[C:23]([F:29])[C:22]=1[F:30])[CH2:10][C:11]([O:13][C:14]([CH3:17])([CH3:16])[CH3:15])=[O:12])=[O:7])[CH:3]([CH3:5])[CH3:4].[C:32]([O:36][C:37]([CH2:39][N:40]1[C:48]2[C:43](=[CH:44][CH:45]=[CH:46][CH:47]=2)[CH:42]=[C:41]1[C:49](O)=[O:50])=[O:38])([CH3:35])([CH3:34])[CH3:33].CN1CCOCC1.C1C=CC2N(O)N=NC=2C=1.CCN=C=NCCCN(C)C. (2) The reactants are: C([Mg]Br)C.I[C:6]1[N:7]=[C:8]([CH3:30])[N:9]([C:11]([C:24]2[CH:29]=[CH:28][CH:27]=[CH:26][CH:25]=2)([C:18]2[CH:23]=[CH:22][CH:21]=[CH:20][CH:19]=2)[C:12]2[CH:17]=[CH:16][CH:15]=[CH:14][CH:13]=2)[CH:10]=1.[CH2:31]([Sn:35](Cl)([CH2:40][CH2:41][CH2:42][CH3:43])[CH2:36][CH2:37][CH2:38][CH3:39])[CH2:32][CH2:33][CH3:34]. Given the product [CH3:30][C:8]1[N:9]([C:11]([C:12]2[CH:17]=[CH:16][CH:15]=[CH:14][CH:13]=2)([C:18]2[CH:19]=[CH:20][CH:21]=[CH:22][CH:23]=2)[C:24]2[CH:29]=[CH:28][CH:27]=[CH:26][CH:25]=2)[CH:10]=[C:6]([Sn:35]([CH2:40][CH2:41][CH2:42][CH3:43])([CH2:36][CH2:37][CH2:38][CH3:39])[CH2:31][CH2:32][CH2:33][CH3:34])[N:7]=1, predict the reactants needed to synthesize it. (3) Given the product [CH3:20][C:17]([O:16][C:15](=[O:21])[N:14]([CH2:13][CH2:12][CH:11]([O:9][C:3]1[CH:4]=[C:5]([Cl:8])[CH:6]=[CH:7][C:2]=1[Cl:1])[CH2:23][CH3:24])[CH3:22])([CH3:18])[CH3:19], predict the reactants needed to synthesize it. The reactants are: [Cl:1][C:2]1[CH:7]=[CH:6][C:5]([Cl:8])=[CH:4][C:3]=1[OH:9].O[CH:11]([CH2:23][CH3:24])[CH2:12][CH2:13][N:14]([CH3:22])[C:15](=[O:21])[O:16][C:17]([CH3:20])([CH3:19])[CH3:18].C1(P(C2C=CC=CC=2)C2C=CC=CC=2)C=CC=CC=1.N(C(OCC)=O)=NC(OCC)=O. (4) Given the product [CH:1]12[CH2:10][CH:5]3[CH2:6][CH:7]([CH2:9][CH:3]([CH2:4]3)[CH:2]1[NH:11][C:12]([C:14]1[CH:15]=[N:16][N:17]([CH3:20])[C:18]=1[NH:28][CH:29]([CH3:33])[CH3:30])=[O:13])[CH2:8]2, predict the reactants needed to synthesize it. The reactants are: [CH:1]12[CH2:10][CH:5]3[CH2:6][CH:7]([CH2:9][CH:3]([CH2:4]3)[CH:2]1[NH:11][C:12]([C:14]1[CH:15]=[N:16][N:17]([CH3:20])[C:18]=1Cl)=[O:13])[CH2:8]2.C(N(CC)CC)C.[NH2:28][C:29](C)([CH3:33])[C:30](O)=O.